From a dataset of Full USPTO retrosynthesis dataset with 1.9M reactions from patents (1976-2016). Predict the reactants needed to synthesize the given product. The reactants are: [I-].[CH3:2][S+](C)(C)=O.[H-].[Na+].[CH3:9][C:10]1[N:14]=[C:13]([CH3:15])[N:12]([C:16]2[N:21]=[C:20]([CH3:22])[N:19]=[C:18](/[CH:23]=[CH:24]/[C:25]3[CH:34]=[CH:33][C:32]4[C:27](=[CH:28][CH:29]=[CH:30][CH:31]=4)[N:26]=3)[CH:17]=2)[N:11]=1.O. Given the product [CH3:9][C:10]1[N:14]=[C:13]([CH3:15])[N:12]([C:16]2[N:21]=[C:20]([CH3:22])[N:19]=[C:18]([C@@H:23]3[CH2:2][C@H:24]3[C:25]3[CH:34]=[CH:33][C:32]4[C:27](=[CH:28][CH:29]=[CH:30][CH:31]=4)[N:26]=3)[CH:17]=2)[N:11]=1, predict the reactants needed to synthesize it.